This data is from Catalyst prediction with 721,799 reactions and 888 catalyst types from USPTO. The task is: Predict which catalyst facilitates the given reaction. (1) Reactant: FC1C=C(C=CC=1)CN1C2C(=CC=CC=2CCC2C=CC(C(O)=O)=CC=2)CC1.[CH3:29][O:30][C:31]1[CH:32]=[C:33]([CH:57]=[C:58]([O:60][CH3:61])[CH:59]=1)[C:34]([N:36]1[C:44]2[C:39](=[CH:40][CH:41]=[CH:42][C:43]=2[CH2:45][CH2:46][C:47]2[CH:56]=[CH:55][C:50]([C:51]([O:53]C)=[O:52])=[CH:49][CH:48]=2)[CH2:38][CH2:37]1)=[O:35].[Li+].[OH-]. Product: [CH3:61][O:60][C:58]1[CH:57]=[C:33]([CH:32]=[C:31]([O:30][CH3:29])[CH:59]=1)[C:34]([N:36]1[C:44]2[C:39](=[CH:40][CH:41]=[CH:42][C:43]=2[CH2:45][CH2:46][C:47]2[CH:56]=[CH:55][C:50]([C:51]([OH:53])=[O:52])=[CH:49][CH:48]=2)[CH2:38][CH2:37]1)=[O:35]. The catalyst class is: 12. (2) Reactant: [CH2:1]([C:3]1[CH:8]=[CH:7][C:6]([NH:9][C:10]([NH:12][C:13]2[CH:18]=[C:17]([N+:19]([O-:21])=[O:20])[CH:16]=[CH:15][C:14]=2[OH:22])=S)=[CH:5][CH:4]=1)[CH3:2]. Product: [CH2:1]([C:3]1[CH:8]=[CH:7][C:6]([NH:9][C:10]2[O:22][C:14]3[CH:15]=[CH:16][C:17]([N+:19]([O-:21])=[O:20])=[CH:18][C:13]=3[N:12]=2)=[CH:5][CH:4]=1)[CH3:2]. The catalyst class is: 10. (3) Reactant: C(OC(=O)[NH:7][C:8]1[CH:13]=[C:12]([O:14][CH3:15])[CH:11]=[CH:10][C:9]=1[CH2:16][C:17](=O)[C:18]1[CH:23]=[CH:22][CH:21]=[CH:20][CH:19]=1)(C)(C)C.C(Cl)Cl. Product: [CH3:15][O:14][C:12]1[CH:13]=[C:8]2[C:9]([CH:16]=[C:17]([C:18]3[CH:23]=[CH:22][CH:21]=[CH:20][CH:19]=3)[NH:7]2)=[CH:10][CH:11]=1. The catalyst class is: 55. (4) Reactant: [CH3:1][C@@H:2]1[O:7][C@@H:6]([O:8][C:9]2[C:18](=[O:19])[C:17]3[C:16]([OH:20])=[CH:15][C:14]([O:21][C@@H]4O[C@H](CO)[C@@H](O)[C@H](O)[C@H]4O)=[C:13]([CH2:33][CH:34]=[C:35]([CH3:37])[CH3:36])[C:12]=3[O:11][C:10]=2[C:38]2[CH:39]=[CH:40][C:41]([O:44][CH3:45])=[CH:42][CH:43]=2)[C@H:5]([OH:46])[C@H:4]([OH:47])[C@H:3]1[OH:48]. Product: [CH3:1][C@H:2]1[O:7][C@@H:6]([O:8][C:9]2[C:18](=[O:19])[C:17]3[C:16]([OH:20])=[CH:15][C:14]([OH:21])=[C:13]([CH2:33][CH:34]=[C:35]([CH3:37])[CH3:36])[C:12]=3[O:11][C:10]=2[C:38]2[CH:39]=[CH:40][C:41]([O:44][CH3:45])=[CH:42][CH:43]=2)[C@@H:5]([OH:46])[C@@H:4]([OH:47])[C@@H:3]1[OH:48]. The catalyst class is: 6.